Dataset: Forward reaction prediction with 1.9M reactions from USPTO patents (1976-2016). Task: Predict the product of the given reaction. (1) Given the reactants [CH2:1]([N:3]1[C:7]([C:8]2[CH:9]=[C:10]([C:13]([O:15]C)=[O:14])[S:11][CH:12]=2)=[C:6]([CH3:17])[CH:5]=[N:4]1)[CH3:2].[OH-].[K+], predict the reaction product. The product is: [CH2:1]([N:3]1[C:7]([C:8]2[CH:9]=[C:10]([C:13]([OH:15])=[O:14])[S:11][CH:12]=2)=[C:6]([CH3:17])[CH:5]=[N:4]1)[CH3:2]. (2) The product is: [F:20][C:17]1[CH:18]=[CH:19][C:14]([C:12]([C:9]2[CH:10]=[CH:11][C:6]([O:5][CH2:1][CH2:2][C:3]#[C:4][C:30]3[CH:29]=[CH:28][C:27]([CH2:26][C@H:25]([O:41][CH3:42])[C:24]([OH:43])=[O:23])=[CH:32][CH:31]=3)=[CH:7][CH:8]=2)=[O:13])=[CH:15][CH:16]=1. Given the reactants [CH2:1]([O:5][C:6]1[CH:11]=[CH:10][C:9]([C:12]([C:14]2[CH:19]=[CH:18][C:17]([F:20])=[CH:16][CH:15]=2)=[O:13])=[CH:8][CH:7]=1)[CH2:2][C:3]#[CH:4].C([O:23][C:24](=[O:43])[C@@H:25]([O:41][CH3:42])[CH2:26][C:27]1[CH:32]=[CH:31][C:30](OS(C(F)(F)F)(=O)=O)=[CH:29][CH:28]=1)C.[O-]S(C(F)(F)F)(=O)=O, predict the reaction product. (3) The product is: [Cl:18][C:11]1[CH:10]=[C:9](/[CH:8]=[C:4]2/[C:5](=[O:7])[N:6]3[CH:20]=[C:21]([C:23]4[CH:24]=[C:25]([CH:29]=[CH:30][CH:31]=4)[C:26]([OH:28])=[O:27])[N:1]=[C:2]3[S:3]/2)[CH:14]=[C:13]([O:15][CH3:16])[C:12]=1[OH:17]. Given the reactants [NH2:1][C:2]1[S:3]/[C:4](=[CH:8]\[C:9]2[CH:14]=[C:13]([O:15][CH3:16])[C:12]([OH:17])=[C:11]([Cl:18])[CH:10]=2)/[C:5](=[O:7])[N:6]=1.Br[CH2:20][C:21]([C:23]1[CH:24]=[C:25]([CH:29]=[CH:30][CH:31]=1)[C:26]([OH:28])=[O:27])=O, predict the reaction product. (4) The product is: [Br:1][C:2]1[CH:7]=[C:6]([N:11]2[CH2:16][CH2:15][O:14][CH2:13][CH2:12]2)[CH:5]=[CH:4][C:3]=1[O:9][CH3:10]. Given the reactants [Br:1][C:2]1[CH:7]=[C:6](I)[CH:5]=[CH:4][C:3]=1[O:9][CH3:10].[NH:11]1[CH2:16][CH2:15][O:14][CH2:13][CH2:12]1.C(P(C(C)(C)C)C(C)(C)C)(C)(C)C.CC(C)([O-])C.[Na+], predict the reaction product. (5) Given the reactants Cl[C:2]1[N:13]=[C:12]([C:14]([F:17])([F:16])[F:15])[CH:11]=[CH:10][C:3]=1[C:4]([N:6]([O:8][CH3:9])[CH3:7])=[O:5].[CH3:18][Si:19]([C:22]#[CH:23])([CH3:21])[CH3:20], predict the reaction product. The product is: [CH3:9][O:8][N:6]([CH3:7])[C:4](=[O:5])[C:3]1[CH:10]=[CH:11][C:12]([C:14]([F:17])([F:16])[F:15])=[N:13][C:2]=1[C:23]#[C:22][Si:19]([CH3:21])([CH3:20])[CH3:18]. (6) Given the reactants C(OC([N:8]1[CH2:13][CH:12]=[C:11]([C:14]2[CH:15]=[N:16][C:17]([O:23][C:24]3[CH:29]=[CH:28][C:27]([O:30][C:31]4[CH:36]=[CH:35][CH:34]=[CH:33][CH:32]=4)=[CH:26][CH:25]=3)=[C:18]([C:20](=[O:22])[NH2:21])[CH:19]=2)[CH2:10][CH2:9]1)=O)(C)(C)C.CO.Cl, predict the reaction product. The product is: [O:30]([C:27]1[CH:28]=[CH:29][C:24]([O:23][C:17]2[N:16]=[CH:15][C:14]([C:11]3[CH2:12][CH2:13][NH:8][CH2:9][CH:10]=3)=[CH:19][C:18]=2[C:20]([NH2:21])=[O:22])=[CH:25][CH:26]=1)[C:31]1[CH:32]=[CH:33][CH:34]=[CH:35][CH:36]=1. (7) Given the reactants [CH:1]1([CH:6]=[C:7]([C:17]2[CH:22]=[CH:21][C:20]([NH:23][S:24]([CH3:27])(=[O:26])=[O:25])=[CH:19][CH:18]=2)[C:8]2[NH:16][C:11]3=[N:12][CH:13]=[CH:14][CH:15]=[C:10]3[CH:9]=2)[CH2:5][CH2:4][CH2:3][CH2:2]1, predict the reaction product. The product is: [CH:1]1([CH2:6][CH:7]([C:17]2[CH:18]=[CH:19][C:20]([NH:23][S:24]([CH3:27])(=[O:26])=[O:25])=[CH:21][CH:22]=2)[C:8]2[NH:16][C:11]3=[N:12][CH:13]=[CH:14][CH:15]=[C:10]3[CH:9]=2)[CH2:5][CH2:4][CH2:3][CH2:2]1.